Predict which catalyst facilitates the given reaction. From a dataset of Catalyst prediction with 721,799 reactions and 888 catalyst types from USPTO. (1) Reactant: [OH:1][C:2]1[CH:7]=[C:6]([CH3:8])[C:5]([NH:9][CH:10]=[O:11])=[C:4]([CH3:12])[C:3]=1[CH3:13].C(=O)([O-])[O-].[K+].[K+].CN(C)C=O.Cl[CH2:26][C:27]([CH3:36])=[CH:28][C:29]1[CH:34]=[CH:33][C:32]([CH3:35])=[CH:31][CH:30]=1. Product: [CH3:12][C:4]1[C:3]([CH3:13])=[C:2]([O:1][CH2:26][C:27]([CH3:36])=[CH:28][C:29]2[CH:30]=[CH:31][C:32]([CH3:35])=[CH:33][CH:34]=2)[CH:7]=[C:6]([CH3:8])[C:5]=1[NH:9][CH:10]=[O:11]. The catalyst class is: 93. (2) Reactant: [CH3:1][C:2]([CH3:28])([CH:6]([C:22]1[CH:27]=[CH:26][CH:25]=[CH:24][CH:23]=1)[C:7]1[CH:8]=[C:9]2[CH:15]=[N:14][N:13]([C:16]3[CH:21]=[CH:20][CH:19]=[CH:18][CH:17]=3)[C:10]2=[N:11][CH:12]=1)[C:3](O)=[O:4].[NH2:29][C:30]1[S:31][CH:32]=[CH:33][N:34]=1.C(N(C(C)C)CC)(C)C.CN(C(ON1N=NC2C=CC=NC1=2)=[N+](C)C)C.F[P-](F)(F)(F)(F)F.FC(F)(F)C(O)=O. Product: [CH3:28][C:2]([CH3:1])([CH:6]([C:22]1[CH:27]=[CH:26][CH:25]=[CH:24][CH:23]=1)[C:7]1[CH:8]=[C:9]2[CH:15]=[N:14][N:13]([C:16]3[CH:21]=[CH:20][CH:19]=[CH:18][CH:17]=3)[C:10]2=[N:11][CH:12]=1)[C:3]([NH:29][C:30]1[S:31][CH:32]=[CH:33][N:34]=1)=[O:4]. The catalyst class is: 3. (3) Reactant: [CH3:1][C:2]([NH:14]C(=O)C)([C:4]1[CH:5]=[N:6][C:7]([C:10]([F:13])([F:12])[F:11])=[CH:8][CH:9]=1)[CH3:3].Cl.O.[OH-].[Na+]. Product: [CH3:3][C:2]([NH2:14])([C:4]1[CH:5]=[N:6][C:7]([C:10]([F:12])([F:13])[F:11])=[CH:8][CH:9]=1)[CH3:1]. The catalyst class is: 310. (4) Reactant: [C:1]1([N:7]2[C:16]3[C:11](=[CH:12][CH:13]=[CH:14][CH:15]=3)[CH2:10][CH2:9][C:8]2=[O:17])[CH:6]=[CH:5][CH:4]=[CH:3][CH:2]=1.[Li+].C[Si]([N-][Si](C)(C)C)(C)C.Br[CH2:29][CH2:30][CH2:31][Cl:32]. Product: [Cl:32][CH2:31][CH2:30][CH2:29][CH:9]1[CH2:10][C:11]2[C:16](=[CH:15][CH:14]=[CH:13][CH:12]=2)[N:7]([C:1]2[CH:2]=[CH:3][CH:4]=[CH:5][CH:6]=2)[C:8]1=[O:17]. The catalyst class is: 1. (5) Reactant: [N+]([C:4]1[CH:17]=[C:16]2[C:11]([N:12]=[CH:13][CH:14]=[CH:15]2)=[C:10]2[C:5]=1[CH:6]=[CH:7][CH:8]=[N:9]2)([O-])=O.O.[NH2:19]N. Product: [NH2:19][C:13]1[CH:14]=[CH:15][C:16]2[C:11](=[C:10]3[C:5](=[CH:4][CH:17]=2)[CH:6]=[CH:7][CH:8]=[N:9]3)[N:12]=1. The catalyst class is: 29. (6) Reactant: [Br:1][C:2]1[CH:10]=[C:9]2[C:5]([CH:6]=[N:7][NH:8]2)=[CH:4][C:3]=1[CH3:11].[H-].[Na+].CI.[CH3:16]C(=O)OCC.[Cl-].[Na+].O. Product: [Br:1][C:2]1[CH:10]=[C:9]2[C:5]([CH:6]=[N:7][N:8]2[CH3:16])=[CH:4][C:3]=1[CH3:11].[Br:1][C:2]1[C:3]([CH3:11])=[CH:4][C:5]2[C:9]([CH:10]=1)=[N:8][N:7]([CH3:16])[CH:6]=2. The catalyst class is: 1. (7) Reactant: [N:1]1[CH:6]=[CH:5][CH:4]=[CH:3][C:2]=1[CH:7]([C:9]1([C:17]2[CH:22]=[C:21]([C:23]([F:26])([F:25])[F:24])[CH:20]=[CH:19][N:18]=2)[CH2:12][C:11]2(OCC[O:13]2)[CH2:10]1)[OH:8].Cl.[OH-].[Na+]. Product: [OH:8][CH:7]([C:2]1[CH:3]=[CH:4][CH:5]=[CH:6][N:1]=1)[C:9]1([C:17]2[CH:22]=[C:21]([C:23]([F:26])([F:24])[F:25])[CH:20]=[CH:19][N:18]=2)[CH2:10][C:11](=[O:13])[CH2:12]1. The catalyst class is: 21.